Task: Predict the product of the given reaction.. Dataset: Forward reaction prediction with 1.9M reactions from USPTO patents (1976-2016) (1) Given the reactants Cl.[F:2][C:3]1[CH:8]=[CH:7][C:6]([NH:9]N)=[CH:5][CH:4]=1.CC[O:13][C:14]([CH:16]1[CH2:22][CH2:21][C:19](=O)[CH2:18][CH2:17]1)=[O:15].[OH-].[Na+].[NH4+], predict the reaction product. The product is: [F:2][C:3]1[CH:8]=[C:7]2[C:6](=[CH:5][CH:4]=1)[NH:9][C:19]1[CH2:21][CH2:22][CH:16]([C:14]([OH:15])=[O:13])[CH2:17][C:18]2=1. (2) Given the reactants [H-].[Na+].[CH3:3][O:4][CH2:5][CH2:6][OH:7].[I:8][C:9]1[CH:14]=[C:13]([N+]([O-])=O)[CH:12]=[C:11]([N+:18]([O-:20])=[O:19])[CH:10]=1.O, predict the reaction product. The product is: [I:8][C:9]1[CH:10]=[C:11]([N+:18]([O-:20])=[O:19])[CH:12]=[C:13]([O:7][CH2:6][CH2:5][O:4][CH3:3])[CH:14]=1. (3) The product is: [CH2:3]([C:5]1[N:6]([CH2:25][O:24][CH2:23][CH2:22][Si:21]([CH3:28])([CH3:27])[CH3:20])[N:7]=[C:8]2[C:13]=1[CH:12]=[CH:11][C:10]([C:14]([N:16]([O:18][CH3:19])[CH3:17])=[O:15])=[CH:9]2)[CH3:4]. Given the reactants [H-].[Na+].[CH2:3]([C:5]1[C:13]2[C:8](=[CH:9][C:10]([C:14]([N:16]([O:18][CH3:19])[CH3:17])=[O:15])=[CH:11][CH:12]=2)[NH:7][N:6]=1)[CH3:4].[CH3:20][Si:21]([CH3:28])([CH3:27])[CH2:22][CH2:23][O:24][CH2:25]Cl, predict the reaction product. (4) Given the reactants [CH3:1][O:2][C:3]1[CH:8]=[CH:7][C:6]([C:9]([C:36]2[CH:41]=[CH:40][C:39]([O:42][CH3:43])=[CH:38][CH:37]=2)([C:30]2[CH:35]=[CH:34][CH:33]=[CH:32][CH:31]=2)[NH:10][C:11]2[O:12][C@H:13]([C:26]([F:29])([F:28])[F:27])[CH2:14][C@:15]([C:18]3[CH:23]=[C:22](I)[CH:21]=[CH:20][C:19]=3[F:25])([CH3:17])[N:16]=2)=[CH:5][CH:4]=1.C[Si]([C:48]#[C:49][C:50]1[CH:51]=[N:52][CH:53]=[CH:54][CH:55]=1)(C)C, predict the reaction product. The product is: [CH3:1][O:2][C:3]1[CH:8]=[CH:7][C:6]([C:9]([C:36]2[CH:41]=[CH:40][C:39]([O:42][CH3:43])=[CH:38][CH:37]=2)([C:30]2[CH:35]=[CH:34][CH:33]=[CH:32][CH:31]=2)[NH:10][C:11]2[O:12][C@H:13]([C:26]([F:29])([F:28])[F:27])[CH2:14][C@:15]([C:18]3[CH:23]=[C:22]([C:48]#[C:49][C:50]4[CH:51]=[N:52][CH:53]=[CH:54][CH:55]=4)[CH:21]=[CH:20][C:19]=3[F:25])([CH3:17])[N:16]=2)=[CH:5][CH:4]=1. (5) Given the reactants C([O:3][C:4](=[O:30])[CH2:5][CH2:6][CH2:7][S:8][C:9]1[S:10][C:11]([NH:14][C:15]([N:17]([CH:24]2[CH2:29][CH2:28][CH2:27][CH2:26][CH2:25]2)[CH:18]2[CH2:23][CH2:22][CH2:21][CH2:20][CH2:19]2)=[O:16])=[N:12][N:13]=1)C.C1(NC2CCCCC2)CCCCC1.C(OC(=O)CCCSC1SC(N)=NN=1)C, predict the reaction product. The product is: [CH:24]1([N:17]([CH:18]2[CH2:19][CH2:20][CH2:21][CH2:22][CH2:23]2)[C:15](=[O:16])[NH:14][C:11]2[S:10][C:9]([S:8][CH2:7][CH2:6][CH2:5][C:4]([OH:30])=[O:3])=[N:13][N:12]=2)[CH2:25][CH2:26][CH2:27][CH2:28][CH2:29]1. (6) Given the reactants Cl.[C:2]([O:5][C:6]1[CH:7]=[C:8]([CH:23]=[CH:24][C:25]=1[CH3:26])[NH:9][C:10]1[C:19]2[C:14](=[CH:15][C:16]([OH:22])=[C:17]([O:20][CH3:21])[CH:18]=2)[N:13]=[CH:12][N:11]=1)(=[O:4])[CH3:3].[I-].[K+].Cl[CH2:30][C:31]1[CH:36]=[CH:35][N:34]=[CH:33][N:32]=1, predict the reaction product. The product is: [C:2]([O:5][C:6]1[CH:7]=[C:8]([CH:23]=[CH:24][C:25]=1[CH3:26])[NH:9][C:10]1[C:19]2[C:14](=[CH:15][C:16]([O:22][CH2:30][C:31]3[CH:36]=[CH:35][N:34]=[CH:33][N:32]=3)=[C:17]([O:20][CH3:21])[CH:18]=2)[N:13]=[CH:12][N:11]=1)(=[O:4])[CH3:3]. (7) Given the reactants [CH3:1][NH:2][CH2:3][C:4]#[N:5].C(N(CC)CC)C.ClC(O[C:18](=[O:24])OC(Cl)(Cl)Cl)(Cl)Cl.[CH2:25]([C:27]1[CH:32]=[C:31]([C:33]2[CH2:34][CH2:35][NH:36][CH2:37][CH:38]=2)[CH:30]=[CH:29][C:28]=1[N:39]([CH3:50])[C:40]1[N:45]=[CH:44][C:43]2[N:46]=[CH:47][N:48]([CH3:49])[C:42]=2[CH:41]=1)[CH3:26], predict the reaction product. The product is: [C:4]([CH2:3][N:2]([CH3:1])[C:18]([N:36]1[CH2:35][CH2:34][C:33]([C:31]2[CH:30]=[CH:29][C:28]([N:39]([CH3:50])[C:40]3[N:45]=[CH:44][C:43]4[N:46]=[CH:47][N:48]([CH3:49])[C:42]=4[CH:41]=3)=[C:27]([CH2:25][CH3:26])[CH:32]=2)=[CH:38][CH2:37]1)=[O:24])#[N:5]. (8) Given the reactants [C:1]([OH:5])(=[O:4])[C:2]#[CH:3].[N:6]([CH2:9][CH2:10][CH2:11][CH2:12][CH2:13][CH2:14][CH2:15][CH2:16][CH2:17][CH2:18][CH2:19][CH3:20])=[N+:7]=[N-:8], predict the reaction product. The product is: [CH2:9]([N:6]1[CH:3]=[C:2]([C:1]([OH:5])=[O:4])[N:8]=[N:7]1)[CH2:10][CH2:11][CH2:12][CH2:13][CH2:14][CH2:15][CH2:16][CH2:17][CH2:18][CH2:19][CH3:20]. (9) The product is: [Br:16][C:17]1[CH:18]=[C:19]([C:2]2[C:11]3[C:6](=[CH:7][C:8]([O:14][CH3:15])=[C:9]([O:12][CH3:13])[CH:10]=3)[N:5]=[C:4]([NH2:27])[N:3]=2)[CH:21]=[CH:22][C:23]=1[OH:24]. Given the reactants Cl[C:2]1[C:11]2[C:6](=[CH:7][C:8]([O:14][CH3:15])=[C:9]([O:12][CH3:13])[CH:10]=2)[N:5]=[CH:4][N:3]=1.[Br:16][C:17]1[CH:18]=[C:19]([CH:21]=[CH:22][C:23]=1[OH:24])N.C([N:27](CC)CC)C, predict the reaction product.